From a dataset of Forward reaction prediction with 1.9M reactions from USPTO patents (1976-2016). Predict the product of the given reaction. (1) Given the reactants [CH3:1][C:2]1([CH3:23])[O:6][N:5]=[C:4]([C:7]2[CH2:8][N:9](/[N:14]=[CH:15]/[C:16]3[CH:17]=[N:18][CH:19]=[C:20]([F:22])[CH:21]=3)[C:10](=[O:13])[NH:11][N:12]=2)[CH2:3]1.[H-].[Na+].Br[CH2:27][C:28]#[N:29], predict the reaction product. The product is: [CH3:1][C:2]1([CH3:23])[O:6][N:5]=[C:4]([C:7]2[CH2:8][N:9](/[N:14]=[CH:15]/[C:16]3[CH:17]=[N:18][CH:19]=[C:20]([F:22])[CH:21]=3)[C:10](=[O:13])[N:11]([CH2:27][C:28]#[N:29])[N:12]=2)[CH2:3]1. (2) Given the reactants Cl[C:2]1[N:6]=[C:5]([CH:7]2[CH2:12][CH:11]([C:13]3[CH:18]=[CH:17][C:16]([C:19]([F:22])([F:21])[F:20])=[CH:15][CH:14]=3)[CH2:10][N:9]([C:23]([N:25]3[CH2:30][CH2:29][O:28][CH2:27][CH2:26]3)=[O:24])[CH2:8]2)[O:4][N:3]=1.[CH:31]1([NH2:34])[CH2:33][CH2:32]1, predict the reaction product. The product is: [CH:31]1([NH:34][C:2]2[N:6]=[C:5]([CH:7]3[CH2:12][CH:11]([C:13]4[CH:18]=[CH:17][C:16]([C:19]([F:22])([F:21])[F:20])=[CH:15][CH:14]=4)[CH2:10][N:9]([C:23]([N:25]4[CH2:30][CH2:29][O:28][CH2:27][CH2:26]4)=[O:24])[CH2:8]3)[O:4][N:3]=2)[CH2:33][CH2:32]1. (3) Given the reactants Br[C:2]1[CH:7]=[CH:6][C:5]([C:8]2[O:9][C:10]3[CH:16]=[CH:15][CH:14]=[CH:13][C:11]=3[N:12]=2)=[CH:4][CH:3]=1.C([Li])CCC.[B:22](OC)([O:25]C)[O:23]C.Cl, predict the reaction product. The product is: [O:9]1[C:10]2[CH:16]=[CH:15][CH:14]=[CH:13][C:11]=2[N:12]=[C:8]1[C:5]1[CH:6]=[CH:7][C:2]([B:22]([OH:25])[OH:23])=[CH:3][CH:4]=1. (4) The product is: [F:1]/[C:2](/[C:15]1[CH:19]=[C:18]([CH3:20])[N:17]([CH:21]2[CH2:26][CH2:25][CH2:24][CH2:23][O:22]2)[N:16]=1)=[CH:34]\[C:33]1[CH:36]=[CH:37][C:30]([CH:27]([CH3:29])[CH3:28])=[CH:31][CH:32]=1. Given the reactants [F:1][CH:2]([C:15]1[CH:19]=[C:18]([CH3:20])[N:17]([CH:21]2[CH2:26][CH2:25][CH2:24][CH2:23][O:22]2)[N:16]=1)S(C1SC2C=CC=CC=2N=1)(=O)=O.[CH:27]([C:30]1[CH:37]=[CH:36][C:33]([CH:34]=O)=[CH:32][CH:31]=1)([CH3:29])[CH3:28], predict the reaction product. (5) Given the reactants [CH3:1][O:2][C:3]1[CH:27]=[CH:26][CH:25]=[CH:24][C:4]=1[CH2:5][O:6][CH2:7][CH2:8][CH2:9][O:10][C:11]1[CH:16]=[CH:15][C:14]([CH:17]2[CH2:22][CH2:21][NH:20][CH2:19][CH:18]2[OH:23])=[CH:13][CH:12]=1.C(=O)([O-])[O-].[Na+].[Na+].[CH:34]([O:36][CH2:37][C:38]1[CH:43]=[CH:42][CH:41]=[CH:40][CH:39]=1)=[O:35], predict the reaction product. The product is: [OH:23][CH:18]1[CH:17]([C:14]2[CH:15]=[CH:16][C:11]([O:10][CH2:9][CH2:8][CH2:7][O:6][CH2:5][C:4]3[CH:24]=[CH:25][CH:26]=[CH:27][C:3]=3[O:2][CH3:1])=[CH:12][CH:13]=2)[CH2:22][CH2:21][N:20]([C:34]([O:36][CH2:37][C:38]2[CH:43]=[CH:42][CH:41]=[CH:40][CH:39]=2)=[O:35])[CH2:19]1. (6) The product is: [CH2:1]([O:8][CH2:9][C:10]1[N:11]([CH2:28][C:29]2[CH:43]=[CH:42][N:41]=[CH:44][CH:46]=2)[C:12]([S:18][C:19]2[CH:24]=[CH:23][CH:22]=[C:21]([O:25][CH3:26])[CH:20]=2)=[C:13]([CH:15]([CH3:17])[CH3:16])[N:14]=1)[C:2]1[CH:3]=[CH:4][CH:5]=[CH:6][CH:7]=1. Given the reactants [CH2:1]([O:8][CH2:9][C:10]1[NH:11][C:12]([S:18][C:19]2[CH:24]=[CH:23][CH:22]=[C:21]([O:25][CH3:26])[CH:20]=2)=[C:13]([CH:15]([CH3:17])[CH3:16])[N:14]=1)[C:2]1[CH:7]=[CH:6][CH:5]=[CH:4][CH:3]=1.Cl.[CH2:28](OC(=O)[C@H](C)N)[CH2:29]CC.C([N:41]([CH:44]([CH3:46])C)[CH2:42][CH3:43])(C)C.C1(P(C2C=CC=CC=2)C2C=CC=CC=2)C=CC=CC=1, predict the reaction product. (7) Given the reactants N[C:2]1[CH:3]=[CH:4][C:5]([C:10]([CH3:13])([CH3:12])[CH3:11])=[C:6]([CH:9]=1)[C:7]#[N:8].[BrH:14].N([O-])=O.[Na+].C([O-])(O)=O.[Na+], predict the reaction product. The product is: [Br:14][C:2]1[CH:3]=[CH:4][C:5]([C:10]([CH3:13])([CH3:12])[CH3:11])=[C:6]([CH:9]=1)[C:7]#[N:8]. (8) The product is: [CH2:34]([S:33][C:29]1[N:28]=[C:27]2[N:26]=[CH:25][N:24]=[C:23]([NH:7][C:8]3[CH:13]=[C:12]([CH3:14])[CH:11]=[CH:10][C:9]=3[S:15][C:16]3[CH:17]=[CH:18][C:19]([O:22][CH2:38][C:39]#[N:40])=[CH:20][CH:21]=3)[C:32]2=[CH:31][N:30]=1)[CH3:35]. Given the reactants C(OC(=O)[N:7]([C:23]1[C:32]2[C:27](=[N:28][C:29]([S:33][CH2:34][CH3:35])=[N:30][CH:31]=2)[N:26]=[CH:25][N:24]=1)[C:8]1[CH:13]=[C:12]([CH3:14])[CH:11]=[CH:10][C:9]=1[S:15][C:16]1[CH:21]=[CH:20][C:19]([OH:22])=[CH:18][CH:17]=1)(C)(C)C.Br[CH2:38][C:39]#[N:40].C(=O)([O-])[O-].[Cs+].[Cs+], predict the reaction product.